This data is from Forward reaction prediction with 1.9M reactions from USPTO patents (1976-2016). The task is: Predict the product of the given reaction. Given the reactants [H-].[Na+].[OH:3][C:4]1[CH:9]=[CH:8][CH:7]=[CH:6][N:5]=1.[Cl:10][C:11]1[CH:16]=[C:15]([N+:17]([O-:19])=[O:18])[CH:14]=[CH:13][C:12]=1F, predict the reaction product. The product is: [Cl:10][C:11]1[CH:16]=[C:15]([N+:17]([O-:19])=[O:18])[CH:14]=[CH:13][C:12]=1[O:3][C:4]1[CH:9]=[CH:8][CH:7]=[CH:6][N:5]=1.